This data is from Peptide-MHC class I binding affinity with 185,985 pairs from IEDB/IMGT. The task is: Regression. Given a peptide amino acid sequence and an MHC pseudo amino acid sequence, predict their binding affinity value. This is MHC class I binding data. (1) The peptide sequence is SVFSRPLPL. The MHC is HLA-A02:12 with pseudo-sequence HLA-A02:12. The binding affinity (normalized) is 0.518. (2) The peptide sequence is QTMLFTMLR. The MHC is HLA-A68:01 with pseudo-sequence HLA-A68:01. The binding affinity (normalized) is 0.911. (3) The peptide sequence is AQGYKVLVL. The MHC is HLA-A02:02 with pseudo-sequence HLA-A02:02. The binding affinity (normalized) is 0.0345. (4) The peptide sequence is WEITYLGTT. The MHC is HLA-A31:01 with pseudo-sequence HLA-A31:01. The binding affinity (normalized) is 0.0847. (5) The peptide sequence is LRKRSRRQT. The MHC is HLA-B07:02 with pseudo-sequence HLA-B07:02. The binding affinity (normalized) is 0.0905. (6) The peptide sequence is YFSGIMVRL. The MHC is HLA-A01:01 with pseudo-sequence HLA-A01:01. The binding affinity (normalized) is 0.0847. (7) The peptide sequence is ITISEDGSM. The MHC is Mamu-A02 with pseudo-sequence Mamu-A02. The binding affinity (normalized) is 0.450. (8) The peptide sequence is YTIEGIAFM. The MHC is HLA-C14:02 with pseudo-sequence HLA-C14:02. The binding affinity (normalized) is 0.763. (9) The peptide sequence is QAVPGAAQY. The MHC is HLA-A02:03 with pseudo-sequence HLA-A02:03. The binding affinity (normalized) is 0.0561.